This data is from Forward reaction prediction with 1.9M reactions from USPTO patents (1976-2016). The task is: Predict the product of the given reaction. Given the reactants [C:1]([C:4]1[CH:22]=[CH:21][C:7]([C:8]([NH:10][C:11]2([C:18]([OH:20])=[O:19])[CH2:17][CH2:16][CH2:15][CH2:14][CH2:13][CH2:12]2)=[O:9])=[CH:6][C:5]=1[O:23][CH2:24][CH2:25][C:26]1[CH:27]=[C:28]([CH3:32])[CH:29]=[CH:30][CH:31]=1)(=[O:3])[CH3:2].[BH4-].[Na+], predict the reaction product. The product is: [OH:3][CH:1]([C:4]1[CH:22]=[CH:21][C:7]([C:8]([NH:10][C:11]2([C:18]([OH:20])=[O:19])[CH2:17][CH2:16][CH2:15][CH2:14][CH2:13][CH2:12]2)=[O:9])=[CH:6][C:5]=1[O:23][CH2:24][CH2:25][C:26]1[CH:27]=[C:28]([CH3:32])[CH:29]=[CH:30][CH:31]=1)[CH3:2].